From a dataset of Forward reaction prediction with 1.9M reactions from USPTO patents (1976-2016). Predict the product of the given reaction. (1) Given the reactants [Cl:1][C:2]1[C:3]2[N:4]([C:16]([CH3:19])=[CH:17][CH:18]=2)[C:5]([C:8]([N:10]2[CH2:15][CH2:14][O:13][CH2:12][CH2:11]2)=[O:9])=[CH:6][N:7]=1.[Br:20][C:21]1[CH:22]=[C:23]([CH:25]=[CH:26][CH:27]=1)[NH2:24], predict the reaction product. The product is: [ClH:1].[Br:20][C:21]1[CH:22]=[C:23]([NH:24][C:2]2[C:3]3[N:4]([C:16]([CH3:19])=[CH:17][CH:18]=3)[C:5]([C:8]([N:10]3[CH2:15][CH2:14][O:13][CH2:12][CH2:11]3)=[O:9])=[CH:6][N:7]=2)[CH:25]=[CH:26][CH:27]=1. (2) Given the reactants CCN(C(C)C)C(C)C.OC(C(F)(F)F)=O.[O:17]=[C:18]([N:35]1[CH2:40][CH2:39][NH:38][CH2:37][CH2:36]1)[CH2:19][NH:20][C:21]([C:23]1[CH:28]=[CH:27][C:26]([C:29]2[CH:34]=[CH:33][CH:32]=[CH:31][CH:30]=2)=[CH:25][CH:24]=1)=[O:22].C1C=CC2N(O)N=NC=2C=1.CCN=C=NCCCN(C)C.Cl.[CH3:63][C:64]1[CH:68]=[CH:67][S:66][C:65]=1[C:69](O)=[O:70], predict the reaction product. The product is: [CH3:63][C:64]1[CH:68]=[CH:67][S:66][C:65]=1[C:69]([N:38]1[CH2:39][CH2:40][N:35]([C:18](=[O:17])[CH2:19][NH:20][C:21]([C:23]2[CH:24]=[CH:25][C:26]([C:29]3[CH:34]=[CH:33][CH:32]=[CH:31][CH:30]=3)=[CH:27][CH:28]=2)=[O:22])[CH2:36][CH2:37]1)=[O:70]. (3) Given the reactants [H-].C([Al+]CC(C)C)C(C)C.[Si:11]([O:28][CH2:29][C@@H:30]1[O:35][C:34](=[O:36])[C:33]2=[N:37][CH:38]=[CH:39][N:32]2[CH2:31]1)([C:24]([CH3:27])([CH3:26])[CH3:25])([C:18]1[CH:23]=[CH:22][CH:21]=[CH:20][CH:19]=1)[C:12]1[CH:17]=[CH:16][CH:15]=[CH:14][CH:13]=1.[BH4-].[Na+].C(C(C(C([O-])=O)O)O)([O-])=O.[K+].[Na+], predict the reaction product. The product is: [Si:11]([O:28][CH2:29][C@H:30]([OH:35])[CH2:31][N:32]1[CH:39]=[CH:38][N:37]=[C:33]1[CH2:34][OH:36])([C:24]([CH3:26])([CH3:27])[CH3:25])([C:12]1[CH:13]=[CH:14][CH:15]=[CH:16][CH:17]=1)[C:18]1[CH:23]=[CH:22][CH:21]=[CH:20][CH:19]=1. (4) Given the reactants [F:1][C:2]([F:25])([F:24])[C:3]1[NH:7][N:6]=[C:5]([C:8]2[CH:13]=[CH:12][C:11]([C@H:14]3[CH2:19][CH2:18][C@H:17]([CH2:20][C:21](O)=[O:22])[CH2:16][CH2:15]3)=[CH:10][CH:9]=2)[CH:4]=1.[CH3:26][NH:27][CH2:28][C:29]([O:31][CH3:32])=[O:30].F[P-](F)(F)(F)(F)F.N1(OC(N(C)C)=[N+](C)C)C2N=CC=CC=2N=N1.C(N(C(C)C)CC)(C)C, predict the reaction product. The product is: [CH3:26][N:27]([C:21](=[O:22])[CH2:20][C@H:17]1[CH2:18][CH2:19][C@H:14]([C:11]2[CH:10]=[CH:9][C:8]([C:5]3[NH:6][N:7]=[C:3]([C:2]([F:24])([F:25])[F:1])[CH:4]=3)=[CH:13][CH:12]=2)[CH2:15][CH2:16]1)[CH2:28][C:29]([O:31][CH3:32])=[O:30]. (5) Given the reactants [O:1]1[C:5]2[CH:6]=[CH:7][CH:8]=[CH:9][C:4]=2[N:3]=[C:2]1[C:10]1[CH:18]=[CH:17][C:13]([C:14]([OH:16])=O)=[CH:12][CH:11]=1.FC(F)(F)C(O)=O.[CH3:26][NH:27][C@@H:28]1[CH2:32][CH2:31][C@H:30]([NH:33][C:34](=[O:37])[CH2:35][CH3:36])[CH2:29]1.Cl.CN(C)CCCN=C=NCC.ON1C2C=CC=CC=2N=N1.CN1CCOCC1, predict the reaction product. The product is: [O:1]1[C:5]2[CH:6]=[CH:7][CH:8]=[CH:9][C:4]=2[N:3]=[C:2]1[C:10]1[CH:11]=[CH:12][C:13]([C:14]([N:27]([CH3:26])[C@@H:28]2[CH2:32][CH2:31][C@H:30]([NH:33][C:34](=[O:37])[CH2:35][CH3:36])[CH2:29]2)=[O:16])=[CH:17][CH:18]=1. (6) The product is: [Cl:18][C:12]1[CH:13]=[C:14]([Cl:17])[CH:15]=[CH:16][C:11]=1[C:9]1[C:8]([CH2:19][N:20]2[CH2:25][CH2:24][O:23][CH2:22][CH2:21]2)=[CH:7][N:6]=[C:5]([NH:4][CH2:3][CH2:2][NH:1][C:27]2[CH:32]=[CH:31][C:30]([N+:33]([O-:35])=[O:34])=[CH:29][N:28]=2)[N:10]=1. Given the reactants [NH2:1][CH2:2][CH2:3][NH:4][C:5]1[N:10]=[C:9]([C:11]2[CH:16]=[CH:15][C:14]([Cl:17])=[CH:13][C:12]=2[Cl:18])[C:8]([CH2:19][N:20]2[CH2:25][CH2:24][O:23][CH2:22][CH2:21]2)=[CH:7][N:6]=1.Cl[C:27]1[CH:32]=[CH:31][C:30]([N+:33]([O-:35])=[O:34])=[CH:29][N:28]=1, predict the reaction product.